This data is from Reaction yield outcomes from USPTO patents with 853,638 reactions. The task is: Predict the reaction yield, written as a fraction of the theoretical maximum amount of product (1.0 means a 100% yield; for example, 0.34 means a 34% yield). (1) The reactants are Br[C:2]1[CH:3]=[C:4]([NH:10][C:11]2[CH:20]=[CH:19][C:18]3[CH2:17][N:16]([CH:21]4[CH2:24][O:23][CH2:22]4)[CH2:15][CH2:14][C:13]=3[N:12]=2)[C:5](=[O:9])[N:6]([CH3:8])[CH:7]=1.[C:25]([O:28][CH2:29][C:30]1[C:35](B2OC(C)(C)C(C)(C)O2)=[CH:34][C:33]([F:45])=[CH:32][C:31]=1[N:46]1[CH2:57][CH2:56][C:55]2[C:54]3[CH2:53][C:52]([CH3:59])([CH3:58])[CH2:51][C:50]=3[S:49][C:48]=2[C:47]1=[O:60])(=[O:27])[CH3:26].CC(O[Na])=O.[O-]P([O-])([O-])=O.[K+].[K+].[K+]. The catalyst is CC#N.O.C1C=CC(P(C2C=CC=CC=2)[C-]2C=CC=C2)=CC=1.C1C=CC(P(C2C=CC=CC=2)[C-]2C=CC=C2)=CC=1.Cl[Pd]Cl.[Fe+2]. The product is [C:25]([O:28][CH2:29][C:30]1[C:35]([C:2]2[CH:3]=[C:4]([NH:10][C:11]3[CH:20]=[CH:19][C:18]4[CH2:17][N:16]([CH:21]5[CH2:24][O:23][CH2:22]5)[CH2:15][CH2:14][C:13]=4[N:12]=3)[C:5](=[O:9])[N:6]([CH3:8])[CH:7]=2)=[CH:34][C:33]([F:45])=[CH:32][C:31]=1[N:46]1[CH2:57][CH2:56][C:55]2[C:54]3[CH2:53][C:52]([CH3:59])([CH3:58])[CH2:51][C:50]=3[S:49][C:48]=2[C:47]1=[O:60])(=[O:27])[CH3:26]. The yield is 0.560. (2) The product is [Cl:20][C:21]1[N:30]=[C:29]([C:31]2[CH:36]=[CH:35][CH:34]=[C:33]([Cl:37])[CH:32]=2)[C:28]2[C:23](=[CH:24][CH:25]=[C:26]([C:38]([C:40]3[CH:41]=[CH:42][C:43]([O:46][CH3:47])=[CH:44][CH:45]=3)([C:11]3[N:7]([CH3:6])[CH:8]=[N:9][CH:10]=3)[OH:39])[CH:27]=2)[N:22]=1. The reactants are [Li]CCCC.[CH3:6][N:7]1[CH:11]=[CH:10][N:9]=[CH:8]1.Cl[Si](CC)(CC)CC.[Cl:20][C:21]1[N:30]=[C:29]([C:31]2[CH:36]=[CH:35][CH:34]=[C:33]([Cl:37])[CH:32]=2)[C:28]2[C:23](=[CH:24][CH:25]=[C:26]([C:38]([C:40]3[CH:45]=[CH:44][C:43]([O:46][CH3:47])=[CH:42][CH:41]=3)=[O:39])[CH:27]=2)[N:22]=1. The catalyst is C1COCC1.CCOC(C)=O.O. The yield is 0.590. (3) The reactants are [CH3:1][O:2][C:3]1[CH:4]=[C:5]2[C:10](=[CH:11][C:12]=1[O:13][CH2:14][CH2:15][CH2:16][N:17]1[CH2:22][CH2:21][O:20][CH2:19][CH2:18]1)[N:9]=[CH:8][N:7]=[C:6]2[O:23][C:24]1[CH:25]=[C:26]2[C:31](=[CH:32][CH:33]=1)[N:30](C(OC(C)(C)C)=O)[CH2:29][CH2:28][CH2:27]2.C(O)(C(F)(F)F)=O. The catalyst is ClCCl. The product is [CH3:1][O:2][C:3]1[CH:4]=[C:5]2[C:10](=[CH:11][C:12]=1[O:13][CH2:14][CH2:15][CH2:16][N:17]1[CH2:22][CH2:21][O:20][CH2:19][CH2:18]1)[N:9]=[CH:8][N:7]=[C:6]2[O:23][C:24]1[CH:25]=[C:26]2[C:31](=[CH:32][CH:33]=1)[NH:30][CH2:29][CH2:28][CH2:27]2. The yield is 0.930. (4) The product is [OH:17][CH2:16][CH2:15][CH2:14][NH:13][C:2]1[CH:9]=[CH:8][C:5]([C:6]#[N:7])=[CH:4][C:3]=1[N+:10]([O-:12])=[O:11]. The yield is 0.990. The catalyst is C1COCC1. The reactants are F[C:2]1[CH:9]=[CH:8][C:5]([C:6]#[N:7])=[CH:4][C:3]=1[N+:10]([O-:12])=[O:11].[NH2:13][CH2:14][CH2:15][CH2:16][OH:17].